Regression. Given two drug SMILES strings and cell line genomic features, predict the synergy score measuring deviation from expected non-interaction effect. From a dataset of Merck oncology drug combination screen with 23,052 pairs across 39 cell lines. Drug 1: CN1C(=O)C=CC2(C)C3CCC4(C)C(NC(=O)OCC(F)(F)F)CCC4C3CCC12. Drug 2: Cn1cc(-c2cnn3c(N)c(Br)c(C4CCCNC4)nc23)cn1. Cell line: LNCAP. Synergy scores: synergy=29.7.